Dataset: Full USPTO retrosynthesis dataset with 1.9M reactions from patents (1976-2016). Task: Predict the reactants needed to synthesize the given product. Given the product [CH2:19]([N:18]([CH2:21][CH3:22])[C:13]1[CH:12]=[C:11]2[C:16]([CH:17]=[C:8]([C:5]3[CH:6]=[CH:7][C:2]([N:34]([C:24]4[C:33]5[C:28](=[CH:29][CH:30]=[CH:31][CH:32]=5)[CH:27]=[CH:26][CH:25]=4)[C:35]4[CH:40]=[CH:39][CH:38]=[CH:37][CH:36]=4)=[CH:3][CH:4]=3)[C:9](=[O:23])[O:10]2)=[CH:15][CH:14]=1)[CH3:20], predict the reactants needed to synthesize it. The reactants are: Br[C:2]1[CH:7]=[CH:6][C:5]([C:8]2[C:9](=[O:23])[O:10][C:11]3[C:16]([CH:17]=2)=[CH:15][CH:14]=[C:13]([N:18]([CH2:21][CH3:22])[CH2:19][CH3:20])[CH:12]=3)=[CH:4][CH:3]=1.[C:24]1([NH:34][C:35]2[CH:40]=[CH:39][CH:38]=[CH:37][CH:36]=2)[C:33]2[C:28](=[CH:29][CH:30]=[CH:31][CH:32]=2)[CH:27]=[CH:26][CH:25]=1.CC([O-])(C)C.[K+].P(C(C)(C)C)(C(C)(C)C)C(C)(C)C.[H][H].